This data is from Forward reaction prediction with 1.9M reactions from USPTO patents (1976-2016). The task is: Predict the product of the given reaction. (1) Given the reactants Br[C:2]1[CH:3]=[C:4]2[C:9](=[C:10]([O:12][CH3:13])[CH:11]=1)[N:8]=[C:7]([NH:14][C:15]1[CH:20]=[CH:19][C:18]([S:21]([NH2:24])(=[O:23])=[O:22])=[CH:17][CH:16]=1)[N:6]=[CH:5]2.[CH3:25][N:26](C=O)C, predict the reaction product. The product is: [C:25]([C:2]1[CH:3]=[C:4]2[C:9](=[C:10]([O:12][CH3:13])[CH:11]=1)[N:8]=[C:7]([NH:14][C:15]1[CH:20]=[CH:19][C:18]([S:21]([NH2:24])(=[O:23])=[O:22])=[CH:17][CH:16]=1)[N:6]=[CH:5]2)#[N:26]. (2) Given the reactants [CH:1]([C@H:4]1[CH2:8][O:7][C:6](=[O:9])[NH:5]1)([CH3:3])[CH3:2].[Li]CCCC.[F:15][C:16]1[CH:26]=[CH:25][C:19]([O:20][CH2:21][C:22](Cl)=[O:23])=[CH:18][C:17]=1[CH3:27].[NH4+].[Cl-], predict the reaction product. The product is: [F:15][C:16]1[CH:26]=[CH:25][C:19]([O:20][CH2:21][C:22]([N:5]2[C@@H:4]([CH:1]([CH3:3])[CH3:2])[CH2:8][O:7][C:6]2=[O:9])=[O:23])=[CH:18][C:17]=1[CH3:27]. (3) The product is: [C:1]([O:5][C:6]([N:8]1[CH2:14][CH2:13][C@@H:12]([O:23][C:17]2[CH:18]=[CH:19][C:20]([F:22])=[CH:21][C:16]=2[Cl:15])[C@H:10]([OH:11])[CH2:9]1)=[O:7])([CH3:4])([CH3:2])[CH3:3]. Given the reactants [C:1]([O:5][C:6]([N:8]1[CH2:14][CH2:13][C@@H:12]2[C@@H:10]([O:11]2)[CH2:9]1)=[O:7])([CH3:4])([CH3:3])[CH3:2].[Cl:15][C:16]1[CH:21]=[C:20]([F:22])[CH:19]=[CH:18][C:17]=1[OH:23].[OH-].[Na+].[Cl-].[NH4+], predict the reaction product. (4) Given the reactants [OH:1][C:2]1[CH:3]=[C:4]([NH:8][C:9](=[O:11])[CH3:10])[CH:5]=[CH:6][CH:7]=1.C([O-])([O-])=O.[K+].[K+].Br[CH2:19][C:20]([O:22][CH2:23][CH3:24])=[O:21], predict the reaction product. The product is: [CH2:23]([O:22][C:20](=[O:21])[CH2:19][O:1][C:2]1[CH:7]=[CH:6][CH:5]=[C:4]([NH:8][C:9](=[O:11])[CH3:10])[CH:3]=1)[CH3:24]. (5) The product is: [C:22]([C:19]1[C:20]([CH3:21])=[C:15]([CH:11]2[O:10][C:9]3[CH:8]=[CH:7][CH:6]=[C:5]([C:3]([NH2:26])=[O:2])[C:14]=3[O:13][CH2:12]2)[CH:16]=[N:17][CH:18]=1)#[N:23]. Given the reactants C[O:2][C:3]([C:5]1[C:14]2[O:13][CH2:12][CH:11]([C:15]3[CH:16]=[N:17][CH:18]=[C:19]([C:22]#[N:23])[C:20]=3[CH3:21])[O:10][C:9]=2[CH:8]=[CH:7][CH:6]=1)=O.CO.[NH3:26], predict the reaction product. (6) Given the reactants [C:1](Cl)(=O)C(Cl)=O.[S:7]1[CH:11]=[CH:10][C:9]2[CH:12]=[C:13]([C:16]([OH:18])=[O:17])[CH:14]=[CH:15][C:8]1=2, predict the reaction product. The product is: [S:7]1[CH:11]=[CH:10][C:9]2[CH:12]=[C:13]([C:16]([O:18][CH3:1])=[O:17])[CH:14]=[CH:15][C:8]1=2. (7) The product is: [C:1]([C:3]([C:11]1[S:12][CH:13]=[CH:14][CH:15]=1)([CH:8]([CH3:10])[CH3:9])[CH2:4][CH2:5][CH2:6][N:28]1[CH2:29][CH2:30][N:25]([CH2:24][CH2:23][O:22][C:17]2[CH:18]=[CH:19][CH:20]=[CH:21][N:16]=2)[CH2:26][CH2:27]1)#[N:2]. Given the reactants [C:1]([C:3]([C:11]1[S:12][CH:13]=[CH:14][CH:15]=1)([CH:8]([CH3:10])[CH3:9])[CH2:4][CH2:5][CH2:6]I)#[N:2].[N:16]1[CH:21]=[CH:20][CH:19]=[CH:18][C:17]=1[O:22][CH2:23][CH2:24][N:25]1[CH2:30][CH2:29][NH:28][CH2:27][CH2:26]1, predict the reaction product. (8) Given the reactants [Cl:1][CH2:2][C:3]([C:5]1[CH:10]=[CH:9][CH:8]=[CH:7][CH:6]=1)=[O:4].[C:11]([O:15][C:16]([NH:18][CH:19]([C:31]1[S:32][CH:33]=[CH:34][CH:35]=1)[C:20]([O:22][C@@H:23]1[CH:28]2[CH2:29][CH2:30][N:25]([CH2:26][CH2:27]2)[CH2:24]1)=[O:21])=[O:17])([CH3:14])([CH3:13])[CH3:12], predict the reaction product. The product is: [Cl-:1].[C:11]([O:15][C:16]([NH:18][CH:19]([C:31]1[S:32][CH:33]=[CH:34][CH:35]=1)[C:20]([O:22][C@@H:23]1[CH:28]2[CH2:27][CH2:26][N+:25]([CH2:2][C:3](=[O:4])[C:5]3[CH:10]=[CH:9][CH:8]=[CH:7][CH:6]=3)([CH2:30][CH2:29]2)[CH2:24]1)=[O:21])=[O:17])([CH3:14])([CH3:12])[CH3:13]. (9) Given the reactants [Cl:1][C:2]1[CH:7]=[CH:6][C:5]([C:8]2[N:9]=[C:10]([N:23]3[CH2:28][CH:27]([CH3:29])[CH2:26][CH:25]([CH3:30])[CH2:24]3)[S:11][C:12]=2[C:13]2[CH:18]=[CH:17][C:16]([S:19]([NH2:22])(=[O:21])=[O:20])=[CH:15][CH:14]=2)=[CH:4][CH:3]=1, predict the reaction product. The product is: [Cl:1][C:2]1[CH:7]=[CH:6][C:5]([C:8]2[N:9]=[C:10]([N:23]3[CH2:28][C@H:27]([CH3:29])[CH2:26][C@H:25]([CH3:30])[CH2:24]3)[S:11][C:12]=2[C:13]2[CH:14]=[CH:15][C:16]([S:19]([NH2:22])(=[O:20])=[O:21])=[CH:17][CH:18]=2)=[CH:4][CH:3]=1.